From a dataset of Full USPTO retrosynthesis dataset with 1.9M reactions from patents (1976-2016). Predict the reactants needed to synthesize the given product. Given the product [CH3:11][CH2:12][CH2:13][CH:14]([NH:18][C:7]([C:6]1[N:2]([CH3:1])[N:3]=[C:4]([CH3:10])[CH:5]=1)=[O:9])[CH2:15][CH2:16][CH3:17], predict the reactants needed to synthesize it. The reactants are: [CH3:1][N:2]1[C:6]([C:7]([OH:9])=O)=[CH:5][C:4]([CH3:10])=[N:3]1.[CH3:11][CH2:12][CH2:13][CH:14]([NH2:18])[CH2:15][CH2:16][CH3:17].